This data is from Full USPTO retrosynthesis dataset with 1.9M reactions from patents (1976-2016). The task is: Predict the reactants needed to synthesize the given product. (1) Given the product [F:16][C:17]1[CH:22]=[CH:21][C:20]([C:2]2[CH:3]=[CH:4][C:5]([N:8]3[CH2:13][CH2:12][N:11]([CH:14]=[O:15])[CH2:10][CH2:9]3)=[N:6][CH:7]=2)=[CH:19][CH:18]=1, predict the reactants needed to synthesize it. The reactants are: Br[C:2]1[CH:3]=[CH:4][C:5]([N:8]2[CH2:13][CH2:12][N:11]([CH:14]=[O:15])[CH2:10][CH2:9]2)=[N:6][CH:7]=1.[F:16][C:17]1[CH:22]=[CH:21][C:20](B(O)O)=[CH:19][CH:18]=1.CCO.C([O-])([O-])=O.[Na+].[Na+]. (2) Given the product [CH:1]1([CH:7]2[CH:11]=[CH:10][CH:9]=[CH:8][O:15]2)[CH:6]=[CH:5][CH:4]=[CH:3][CH2:2]1, predict the reactants needed to synthesize it. The reactants are: [C:1]1([CH3:7])[CH:6]=[CH:5][CH:4]=[CH:3][CH:2]=1.[CH:8](=[O:15])[C:9]1C=CC=[CH:11][CH:10]=1.CC(CCO)=C.[OH-].[Na+]. (3) The reactants are: [N:1]([C@@H:4]1[CH2:9][CH2:8][N:7](C(OCC2C=CC=CC=2)=O)[CH2:6][C@H:5]1[F:20])=[N+:2]=[N-:3].C1(SC)C=CC=CC=1. Given the product [N:1]([C@@H:4]1[CH2:9][CH2:8][NH:7][CH2:6][C@H:5]1[F:20])=[N+:2]=[N-:3], predict the reactants needed to synthesize it. (4) Given the product [Cl:1][C:2]1[CH:7]=[CH:6][C:5]([C:8]2[CH:13]=[CH:12][C:11]([CH3:14])=[C:10]([C:15]3[C:16](=[O:17])[NH:18][C:19]4([CH2:20][CH2:21][C:22]([F:26])([F:25])[CH2:23][CH2:24]4)[C:27]=3[OH:29])[C:9]=2[CH3:31])=[CH:4][CH:3]=1, predict the reactants needed to synthesize it. The reactants are: [Cl:1][C:2]1[CH:7]=[CH:6][C:5]([C:8]2[CH:13]=[CH:12][C:11]([CH3:14])=[C:10]([CH2:15][C:16]([NH:18][C:19]3([C:27]([O:29]C)=O)[CH2:24][CH2:23][C:22]([F:26])([F:25])[CH2:21][CH2:20]3)=[O:17])[C:9]=2[CH3:31])=[CH:4][CH:3]=1.CN(C)C(=O)C.CC(C)([O-])C.[K+].Cl. (5) Given the product [F:1][C:2]([F:14])([F:15])[C:3]1([CH2:6][CH2:7][C:8]([OH:10])=[O:9])[CH2:5][CH2:4]1, predict the reactants needed to synthesize it. The reactants are: [F:1][C:2]([F:15])([F:14])[C:3]1([CH2:6][CH:7](C(O)=O)[C:8]([OH:10])=[O:9])[CH2:5][CH2:4]1. (6) Given the product [Cl:23][C:18]1[CH:17]=[C:16]([NH:15][C:13](=[O:14])[N:12]([CH:8]2[CH2:9][C:10]3[CH:11]=[C:2]([NH:1][S:35]([CH3:34])(=[O:37])=[O:36])[CH:3]=[CH:4][C:5]=3[CH2:6][CH2:7]2)[CH2:24][CH2:25][CH2:26][N:27]2[CH2:28][CH2:29][N:30]([CH3:33])[CH2:31][CH2:32]2)[CH:21]=[CH:20][C:19]=1[F:22], predict the reactants needed to synthesize it. The reactants are: [NH2:1][C:2]1[CH:11]=[C:10]2[C:5]([CH2:6][CH2:7][CH:8]([N:12]([CH2:24][CH2:25][CH2:26][N:27]3[CH2:32][CH2:31][N:30]([CH3:33])[CH2:29][CH2:28]3)[C:13]([NH:15][C:16]3[CH:21]=[CH:20][C:19]([F:22])=[C:18]([Cl:23])[CH:17]=3)=[O:14])[CH2:9]2)=[CH:4][CH:3]=1.[CH3:34][S:35](Cl)(=[O:37])=[O:36].CCN(C(C)C)C(C)C. (7) The reactants are: C1C=CC2N([OH:10])N=NC=2C=1.O=C([N:17]1[CH2:22][CH2:21][N:20]([C:23](=[O:34])[C:24]2[CH:29]=[CH:28][CH:27]=[CH:26][C:25]=2[C:30]([F:33])([F:32])[F:31])[CH2:19][CH2:18]1)CC(O)=O.CCN=C=NC[CH2:41][CH2:42]N(C)C.Cl.[C:47]1([C:54]2[CH:59]=[CH:58][CH:57]=[CH:56][CH:55]=2)[CH:52]=[CH:51][CH:50]=[C:49]([NH2:53])[CH:48]=1.CN([CH:63]=[O:64])C. Given the product [C:47]1([C:54]2[CH:55]=[CH:56][CH:57]=[CH:58][CH:59]=2)[CH:52]=[CH:51][CH:50]=[C:49]([NH:53][C:63](=[O:64])[CH:41]([N:17]2[CH2:18][CH2:19][N:20]([C:23](=[O:34])[C:24]3[CH:29]=[CH:28][CH:27]=[CH:26][C:25]=3[C:30]([F:33])([F:31])[F:32])[CH2:21][CH2:22]2)[CH:42]=[O:10])[CH:48]=1, predict the reactants needed to synthesize it. (8) Given the product [Cl:1][C:2]1[CH:3]=[C:4]([CH2:13][C:14]([O:16][CH2:22][CH3:23])=[O:15])[CH:5]=[C:6]([O:8][C:9]([F:12])([F:11])[F:10])[CH:7]=1, predict the reactants needed to synthesize it. The reactants are: [Cl:1][C:2]1[CH:3]=[C:4]([CH2:13][C:14]([OH:16])=[O:15])[CH:5]=[C:6]([O:8][C:9]([F:12])([F:11])[F:10])[CH:7]=1.C([O-])(O)=O.[Na+].[CH3:22][CH2:23]O. (9) Given the product [F:22][CH:2]([F:1])[N:3]1[CH:7]=[C:6]([C:8]2[CH:13]=[CH:12][N:11]3[N:14]=[CH:15][C:16]([C:17]([OH:19])=[O:18])=[C:10]3[N:9]=2)[CH:5]=[N:4]1, predict the reactants needed to synthesize it. The reactants are: [F:1][CH:2]([F:22])[N:3]1[CH:7]=[C:6]([C:8]2[CH:13]=[CH:12][N:11]3[N:14]=[CH:15][C:16]([C:17]([O:19]CC)=[O:18])=[C:10]3[N:9]=2)[CH:5]=[N:4]1.O1CCCC1.[OH-].[Na+]. (10) Given the product [CH2:22]([N:10]([S:11]([C:14]1[CH:15]=[CH:16][C:17]([O:20][CH3:21])=[CH:18][CH:19]=1)(=[O:13])=[O:12])[C:9]1[CH:8]=[CH:7][S:6][C:5]=1[C:3]([OH:4])=[O:2])[C:23]1[CH:28]=[CH:27][CH:26]=[CH:25][CH:24]=1, predict the reactants needed to synthesize it. The reactants are: C[O:2][C:3]([C:5]1[S:6][CH:7]=[CH:8][C:9]=1[N:10]([CH2:22][C:23]1[CH:28]=[CH:27][CH:26]=[CH:25][CH:24]=1)[S:11]([C:14]1[CH:19]=[CH:18][C:17]([O:20][CH3:21])=[CH:16][CH:15]=1)(=[O:13])=[O:12])=[O:4].C1COCC1.[OH-].[Na+].